This data is from Full USPTO retrosynthesis dataset with 1.9M reactions from patents (1976-2016). The task is: Predict the reactants needed to synthesize the given product. The reactants are: C(OC([N:11]1[CH:17]([CH3:18])[CH2:16][C:15](=[O:19])[NH:14][CH2:13][CH2:12]1)=O)C1C=CC=CC=1. Given the product [CH3:18][CH:17]1[NH:11][CH2:12][CH2:13][NH:14][C:15](=[O:19])[CH2:16]1, predict the reactants needed to synthesize it.